From a dataset of NCI-60 drug combinations with 297,098 pairs across 59 cell lines. Regression. Given two drug SMILES strings and cell line genomic features, predict the synergy score measuring deviation from expected non-interaction effect. (1) Drug 1: COC1=CC(=CC(=C1O)OC)C2C3C(COC3=O)C(C4=CC5=C(C=C24)OCO5)OC6C(C(C7C(O6)COC(O7)C8=CC=CS8)O)O. Drug 2: C1CN(P(=O)(OC1)NCCCl)CCCl. Cell line: MCF7. Synergy scores: CSS=34.2, Synergy_ZIP=-3.68, Synergy_Bliss=-2.66, Synergy_Loewe=-37.4, Synergy_HSA=-2.79. (2) Drug 1: CCC1(CC2CC(C3=C(CCN(C2)C1)C4=CC=CC=C4N3)(C5=C(C=C6C(=C5)C78CCN9C7C(C=CC9)(C(C(C8N6C)(C(=O)OC)O)OC(=O)C)CC)OC)C(=O)OC)O.OS(=O)(=O)O. Cell line: T-47D. Drug 2: B(C(CC(C)C)NC(=O)C(CC1=CC=CC=C1)NC(=O)C2=NC=CN=C2)(O)O. Synergy scores: CSS=40.6, Synergy_ZIP=-0.225, Synergy_Bliss=-2.56, Synergy_Loewe=-0.803, Synergy_HSA=-0.602.